From a dataset of Full USPTO retrosynthesis dataset with 1.9M reactions from patents (1976-2016). Predict the reactants needed to synthesize the given product. (1) Given the product [F:1][C:2]1[CH:7]=[C:6]([NH2:8])[CH:5]=[CH:4][C:3]=1[N:11]1[CH:15]=[CH:14][N:13]=[CH:12]1, predict the reactants needed to synthesize it. The reactants are: [F:1][C:2]1[CH:7]=[C:6]([N+:8]([O-])=O)[CH:5]=[CH:4][C:3]=1[N:11]1[CH:15]=[CH:14][N:13]=[CH:12]1.[BH4-].[Na+]. (2) Given the product [NH:24]1[CH:25]=[C:21]([CH:16]2[CH2:15][CH2:14][CH2:13][C:12]3[C:11]([NH:10][C:8]([N:33]4[CH2:38][CH2:37][O:36][CH2:35][CH2:34]4)=[O:9])=[CH:20][CH:19]=[CH:18][C:17]2=3)[N:22]=[CH:23]1, predict the reactants needed to synthesize it. The reactants are: O([C:8]([NH:10][C:11]1[CH:20]=[CH:19][CH:18]=[C:17]2[C:12]=1[CH2:13][CH2:14][CH2:15][CH:16]2[C:21]1[N:22]=[CH:23][N:24](C(OC(C)(C)C)=O)[CH:25]=1)=[O:9])C1C=CC=CC=1.[NH:33]1[CH2:38][CH2:37][O:36][CH2:35][CH2:34]1. (3) Given the product [NH2:1][C:2]1[N:6]([C:7]2[CH:8]=[C:9]([CH:16]=[CH:17][C:18]=2[CH3:19])[C:10]([NH:12][CH:13]2[CH2:15][CH2:14]2)=[O:11])[N:5]=[CH:4][C:3]=1[C:20](=[O:31])[C:21]1[CH:26]=[CH:25][CH:24]=[C:23]([O:27][CH2:28][CH2:29][O:39][C:36]2[CH:37]=[CH:38][C:33]([Cl:32])=[CH:34][CH:35]=2)[CH:22]=1, predict the reactants needed to synthesize it. The reactants are: [NH2:1][C:2]1[N:6]([C:7]2[CH:8]=[C:9]([CH:16]=[CH:17][C:18]=2[CH3:19])[C:10]([NH:12][CH:13]2[CH2:15][CH2:14]2)=[O:11])[N:5]=[CH:4][C:3]=1[C:20](=[O:31])[C:21]1[CH:26]=[CH:25][CH:24]=[C:23]([O:27][CH2:28][CH2:29]Br)[CH:22]=1.[Cl:32][C:33]1[CH:38]=[CH:37][C:36]([OH:39])=[CH:35][CH:34]=1.C([O-])([O-])=O.[K+].[K+]. (4) The reactants are: Cl.[F:2][C:3]1[CH:8]=[CH:7][C:6]([NH:9][C:10]2[CH:15]=[CH:14][N:13]=[C:12]([NH:16][C:17]3[CH:22]=[CH:21][C:20]([S:23](Cl)(=[O:25])=[O:24])=[CH:19][CH:18]=3)[N:11]=2)=[CH:5][CH:4]=1.Cl.[NH2:28][CH2:29][C:30]([N:32]([CH3:40])[CH:33]1[CH2:38][CH2:37][N:36]([CH3:39])[CH2:35][CH2:34]1)=[O:31]. Given the product [F:2][C:3]1[CH:8]=[CH:7][C:6]([NH:9][C:10]2[CH:15]=[CH:14][N:13]=[C:12]([NH:16][C:17]3[CH:22]=[CH:21][C:20]([S:23]([NH:28][CH2:29][C:30]([N:32]([CH3:40])[CH:33]4[CH2:34][CH2:35][N:36]([CH3:39])[CH2:37][CH2:38]4)=[O:31])(=[O:25])=[O:24])=[CH:19][CH:18]=3)[N:11]=2)=[CH:5][CH:4]=1, predict the reactants needed to synthesize it. (5) Given the product [CH2:1]([O:3][C:4]1[C:5]2[O:14][C:11]([CH3:13])([CH3:12])[CH2:10][C:6]=2[CH:7]=[CH:8][CH:9]=1)[CH3:2], predict the reactants needed to synthesize it. The reactants are: [CH2:1]([O:3][C:4]1[CH:9]=[CH:8][CH:7]=[C:6]([CH2:10][C:11]([CH3:13])=[CH2:12])[C:5]=1[OH:14])[CH3:2].[OH-].[Na+]. (6) Given the product [C:1]([O:5][C:6]([C:8]1[S:9][C:10]([C:26]2[S:25][C:29]3[CH:30]=[CH:31][CH:32]=[CH:33][C:28]=3[CH:27]=2)=[CH:11][C:12]=1[NH:13][S:14]([C:17]1[C:18]([CH3:23])=[CH:19][CH:20]=[CH:21][CH:22]=1)(=[O:16])=[O:15])=[O:7])([CH3:4])([CH3:3])[CH3:2], predict the reactants needed to synthesize it. The reactants are: [C:1]([O:5][C:6]([C:8]1[S:9][C:10](Br)=[CH:11][C:12]=1[NH:13][S:14]([C:17]1[C:18]([CH3:23])=[CH:19][CH:20]=[CH:21][CH:22]=1)(=[O:16])=[O:15])=[O:7])([CH3:4])([CH3:3])[CH3:2].[S:25]1[C:29]2[CH:30]=[CH:31][CH:32]=[CH:33][C:28]=2[CH:27]=[C:26]1B(O)O.C1(C)C(S(NC2C=C(C3C=CC(C)=CC=3)SC=2C(O)=O)(=O)=O)=CC=CC=1. (7) Given the product [CH3:28][Si:2]([CH3:1])([C:24]([CH3:27])([CH3:26])[CH3:25])[O:3][C@H:4]1[CH2:21][CH2:20][C@@:19]2([CH3:22])[C:6](=[CH:7][CH2:8][C@@H:9]3[C@@H:18]2[CH2:17][CH2:16][C@@:14]2([CH3:15])[C@H:10]3[CH2:11][CH2:12][C@H:13]2[O:23][C:36](=[O:37])[C:35]2[CH:39]=[CH:40][CH:32]=[CH:33][CH:34]=2)[CH2:5]1, predict the reactants needed to synthesize it. The reactants are: [CH3:1][Si:2]([CH3:28])([C:24]([CH3:27])([CH3:26])[CH3:25])[O:3][C@H:4]1[CH2:21][CH2:20][C@@:19]2([CH3:22])[C:6](=[CH:7][CH2:8][C@@H:9]3[C@@H:18]2[CH2:17][CH2:16][C@@:14]2([CH3:15])[C@H:10]3[CH2:11][CH2:12][C@@H:13]2[OH:23])[CH2:5]1.[N+]([C:32]1[CH:40]=[CH:39][C:35]([C:36](O)=[O:37])=[CH:34][CH:33]=1)([O-])=O.C1(P(C2C=CC=CC=2)C2C=CC=CC=2)C=CC=CC=1.CCOC(/N=N/C(OCC)=O)=O. (8) Given the product [CH2:19]=[C:17]([C:2]1[CH:3]=[C:4]([C:8](=[O:10])[CH3:9])[CH:5]=[N:6][CH:7]=1)[CH3:18], predict the reactants needed to synthesize it. The reactants are: Br[C:2]1[CH:3]=[C:4]([C:8](=[O:10])[CH3:9])[CH:5]=[N:6][CH:7]=1.[K].CCN([CH2:17][CH3:18])CC.[CH2:19](Cl)Cl. (9) The reactants are: [C:1](Cl)(Cl)=[O:2].Cl.[CH3:6][O:7][C@H:8]1[CH2:13][CH2:12][CH2:11][CH2:10][C@H:9]1[NH2:14].C(N(CC)CC)C.Cl.[CH3:23][N:24]1[CH2:29][CH2:28][N:27]([C:30]2[CH:35]=[C:34]([C:36]3[CH:45]=[C:44]4[C:39]([CH2:40][CH2:41][NH:42][CH2:43]4)=[CH:38][CH:37]=3)[N:33]=[C:32]([NH2:46])[N:31]=2)[CH2:26][CH2:25]1. Given the product [NH2:46][C:32]1[N:33]=[C:34]([C:36]2[CH:45]=[C:44]3[C:39]([CH2:40][CH2:41][N:42]([C:1]([NH:14][C@@H:9]4[CH2:10][CH2:11][CH2:12][CH2:13][C@@H:8]4[O:7][CH3:6])=[O:2])[CH2:43]3)=[CH:38][CH:37]=2)[CH:35]=[C:30]([N:27]2[CH2:26][CH2:25][N:24]([CH3:23])[CH2:29][CH2:28]2)[N:31]=1, predict the reactants needed to synthesize it. (10) Given the product [NH2:9][C:5]1[CH:6]=[CH:7][CH:8]=[C:3]([O:2][CH3:1])[C:4]=1[NH:12][C:13](=[O:17])[O:14][CH2:15][CH3:16], predict the reactants needed to synthesize it. The reactants are: [CH3:1][O:2][C:3]1[CH:8]=[CH:7][CH:6]=[C:5]([N+:9]([O-])=O)[C:4]=1[NH:12][C:13](=[O:17])[O:14][CH2:15][CH3:16].Cl[Sn]Cl.